This data is from Peptide-MHC class II binding affinity with 134,281 pairs from IEDB. The task is: Regression. Given a peptide amino acid sequence and an MHC pseudo amino acid sequence, predict their binding affinity value. This is MHC class II binding data. (1) The peptide sequence is SLSELTDALRTLGST. The MHC is DRB1_0802 with pseudo-sequence DRB1_0802. The binding affinity (normalized) is 0.411. (2) The peptide sequence is AFKVAATAANIAPAN. The MHC is DRB1_0701 with pseudo-sequence DRB1_0701. The binding affinity (normalized) is 0.790. (3) The peptide sequence is VWTFDSEEPLQGPFN. The MHC is DRB3_0202 with pseudo-sequence DRB3_0202. The binding affinity (normalized) is 0.120. (4) The peptide sequence is IHRIRTLIGQEKYTD. The MHC is DRB1_0301 with pseudo-sequence DRB1_0301. The binding affinity (normalized) is 0.593. (5) The peptide sequence is FTQTMKGVERLAVMG. The MHC is DRB1_0701 with pseudo-sequence DRB1_0701. The binding affinity (normalized) is 0.733. (6) The peptide sequence is KKPLRPRWCDERVSS. The binding affinity (normalized) is 0. The MHC is DRB3_0202 with pseudo-sequence DRB3_0202.